This data is from Forward reaction prediction with 1.9M reactions from USPTO patents (1976-2016). The task is: Predict the product of the given reaction. (1) The product is: [Cl:30][C:31]([Cl:36])([Cl:35])[C:32]([C:27]1[N:26]2[C:21]([CH2:20][N:8]([C:6]([O:5][C:1]([CH3:4])([CH3:2])[CH3:3])=[O:7])[CH2:9][CH2:10][CH2:11][CH2:12][NH:13][C:14](=[O:19])[C:15]([F:18])([F:17])[F:16])=[CH:22][CH:23]=[CH:24][C:25]2=[N:29][CH:28]=1)=[O:33]. Given the reactants [C:1]([O:5][C:6]([N:8]([CH2:20][C:21]1[N:26]2[CH:27]=[CH:28][N:29]=[C:25]2[CH:24]=[CH:23][CH:22]=1)[CH2:9][CH2:10][CH2:11][CH2:12][NH:13][C:14](=[O:19])[C:15]([F:18])([F:17])[F:16])=[O:7])([CH3:4])([CH3:3])[CH3:2].[Cl:30][C:31]([Cl:36])([Cl:35])[C:32](Cl)=[O:33], predict the reaction product. (2) Given the reactants [OH-:1].[Na+:2].[C:3]([OH:12])(=[O:11])[C@@H:4]([C@H:6]([C:8]([OH:10])=[O:9])[OH:7])[OH:5], predict the reaction product. The product is: [C:8]([C@@H:6]([C@H:4]([C:3]([O-:12])=[O:11])[OH:5])[OH:7])([O-:10])=[O:9].[Na+:2].[Na+:2].[OH-:1].[Na+:2].